Predict the reactants needed to synthesize the given product. From a dataset of Full USPTO retrosynthesis dataset with 1.9M reactions from patents (1976-2016). (1) Given the product [CH3:17][C:18]1[O:22][C:21]([C:23]2[CH:28]=[CH:27][C:26]([CH3:29])=[CH:25][CH:24]=2)=[N:20][C:19]=1[CH2:30][CH2:31][O:15][C:11]1[CH:10]=[C:9]2[C:14](=[CH:13][CH:12]=1)[C@H:6]([CH2:5][C:4]([O:3][CH2:1][CH3:2])=[O:16])[CH2:7][CH2:8]2, predict the reactants needed to synthesize it. The reactants are: [CH2:1]([O:3][C:4](=[O:16])[CH2:5][C@H:6]1[C:14]2[C:9](=[CH:10][C:11]([OH:15])=[CH:12][CH:13]=2)[CH2:8][CH2:7]1)[CH3:2].[CH3:17][C:18]1[O:22][C:21]([C:23]2[CH:28]=[CH:27][C:26]([CH3:29])=[CH:25][CH:24]=2)=[N:20][C:19]=1[CH2:30][CH2:31]O.CN(C(/N=N/C(N(C)C)=O)=O)C.C1C=CC(P(C2C=CC=CC=2)C2C=CC=CC=2)=CC=1. (2) Given the product [Cl:1][CH2:2][CH:3]1[C:11]2[C:10]3[CH:12]=[C:13]([C:16]#[N:17])[CH:14]=[CH:15][C:9]=3[C:8]([N+:31]([O-:33])=[O:32])=[CH:7][C:6]=2[NH:5][CH2:4]1, predict the reactants needed to synthesize it. The reactants are: [Cl:1][CH2:2][CH:3]1[C:11]2[C:10]3[CH:12]=[C:13]([C:16]#[N:17])[CH:14]=[CH:15][C:9]=3[CH:8]=[CH:7][C:6]=2[N:5](C(OC(C)(C)C)=O)[CH2:4]1.O1CCOCC1.[N+:31]([O-])([O-:33])=[O:32].[K+].N. (3) The reactants are: [O:1]1[CH2:6][CH2:5][N:4]([CH2:7][CH2:8][N:9]([C:14]2[CH:29]=[CH:28][C:17]([C:18]([O:20]CC3C=CC=CC=3)=[O:19])=[CH:16][C:15]=2[O:30][CH2:31][CH2:32][O:33][CH:34]2[CH2:39][CH2:38][CH2:37][CH2:36][O:35]2)[S:10]([CH3:13])(=[O:12])=[O:11])[CH2:3][CH2:2]1. Given the product [O:1]1[CH2:6][CH2:5][N:4]([CH2:7][CH2:8][N:9]([C:14]2[CH:29]=[CH:28][C:17]([C:18]([OH:20])=[O:19])=[CH:16][C:15]=2[O:30][CH2:31][CH2:32][O:33][CH:34]2[CH2:39][CH2:38][CH2:37][CH2:36][O:35]2)[S:10]([CH3:13])(=[O:12])=[O:11])[CH2:3][CH2:2]1, predict the reactants needed to synthesize it. (4) Given the product [CH2:1]([C:3]1[CH:30]=[CH:29][CH:28]=[CH:27][C:4]=1[O:5][C:6]1[CH:26]=[CH:25][CH:24]=[CH:23][C:7]=1[C@:8]([C@@H:10]1[CH2:15][CH2:14][CH2:13][N:12]([C:16]([O:18][C:19]([CH3:22])([CH3:20])[CH3:21])=[O:17])[CH2:11]1)([OH:9])[CH2:36][CH2:35][CH2:34][CH2:33][O:32][CH3:31])[CH3:2], predict the reactants needed to synthesize it. The reactants are: [CH2:1]([C:3]1[CH:30]=[CH:29][CH:28]=[CH:27][C:4]=1[O:5][C:6]1[CH:26]=[CH:25][CH:24]=[CH:23][C:7]=1[C:8]([C@@H:10]1[CH2:15][CH2:14][CH2:13][N:12]([C:16]([O:18][C:19]([CH3:22])([CH3:21])[CH3:20])=[O:17])[CH2:11]1)=[O:9])[CH3:2].[CH3:31][O:32][CH2:33][CH2:34][CH2:35][CH2:36][Mg]Cl. (5) Given the product [C:37]([O:41][C:42](=[O:52])[N:43]([C:44]1[C:45]([Cl:51])=[N:46][CH:47]=[CH:48][C:49]=1[I:50])[CH3:2])([CH3:40])([CH3:38])[CH3:39], predict the reactants needed to synthesize it. The reactants are: Cl[C:2]1C=CC=CC=1C1C=CN=CC=1N(CCS(C)(=O)=O)C(=O)C1C=C(C(F)(F)F)C=C(C(F)(F)F)C=1.[C:37]([O:41][C:42](=[O:52])[NH:43][C:44]1[C:45]([Cl:51])=[N:46][CH:47]=[CH:48][C:49]=1[I:50])([CH3:40])([CH3:39])[CH3:38].CI. (6) Given the product [CH2:18]([N:2]1[C:1](=[O:15])[C:10]2[C:5]3=[C:6]([CH2:11][CH2:12][CH2:13][N:4]3[C:3]1=[O:14])[CH:7]=[CH:8][CH:9]=2)[CH:17]=[CH2:16], predict the reactants needed to synthesize it. The reactants are: [C:1]1(=[O:15])[C:10]2[C:5]3=[C:6]([CH2:11][CH2:12][CH2:13][N:4]3[C:3](=[O:14])[NH:2]1)[CH:7]=[CH:8][CH:9]=2.[CH2:16](Br)[CH:17]=[CH2:18]. (7) Given the product [CH2:15]([O:17][C:18]([C:20]1([CH2:34][O:14][C:11]2[CH:12]=[N:13][C:8]([C:5]3[CH:4]=[CH:3][C:2]([Cl:1])=[CH:7][CH:6]=3)=[N:9][CH:10]=2)[CH2:24][CH2:23][N:22]([C:25](=[O:33])[C:26]2[CH:27]=[CH:28][C:29]([F:32])=[CH:30][CH:31]=2)[CH2:21]1)=[O:19])[CH3:16], predict the reactants needed to synthesize it. The reactants are: [Cl:1][C:2]1[CH:7]=[CH:6][C:5]([C:8]2[N:13]=[CH:12][C:11]([OH:14])=[CH:10][N:9]=2)=[CH:4][CH:3]=1.[CH2:15]([O:17][C:18]([C:20]1([CH2:34]I)[CH2:24][CH2:23][N:22]([C:25](=[O:33])[C:26]2[CH:31]=[CH:30][C:29]([F:32])=[CH:28][CH:27]=2)[CH2:21]1)=[O:19])[CH3:16]. (8) Given the product [CH2:25]([N:9]1[C:10]2[C:6](=[CH:5][C:4]([N+:1]([O-:3])=[O:2])=[CH:12][CH:11]=2)[CH:7]=[N:8]1)[C:19]1[CH:24]=[CH:23][CH:22]=[CH:21][CH:20]=1.[CH2:25]([N:8]1[CH:7]=[C:6]2[C:10]([CH:11]=[CH:12][C:4]([N+:1]([O-:3])=[O:2])=[CH:5]2)=[N:9]1)[C:19]1[CH:24]=[CH:23][CH:22]=[CH:21][CH:20]=1, predict the reactants needed to synthesize it. The reactants are: [N+:1]([C:4]1[CH:5]=[C:6]2[C:10](=[CH:11][CH:12]=1)[NH:9][N:8]=[CH:7]2)([O-:3])=[O:2].C([O-])([O-])=O.[K+].[K+].[C:19]1([CH2:25]Br)[CH:24]=[CH:23][CH:22]=[CH:21][CH:20]=1.O.